Predict which catalyst facilitates the given reaction. From a dataset of Catalyst prediction with 721,799 reactions and 888 catalyst types from USPTO. (1) Reactant: [NH2:1][C:2]1[CH:7]=[CH:6][C:5]([Br:8])=[CH:4][C:3]=1[C:9]([C:17]1[CH:22]=[CH:21][C:20]([Cl:23])=[CH:19][CH:18]=1)=[N:10][S:11]([C:13]([CH3:16])([CH3:15])[CH3:14])=[O:12].O.[BH4-].[Na+]. Product: [NH2:1][C:2]1[CH:7]=[CH:6][C:5]([Br:8])=[CH:4][C:3]=1[CH:9]([NH:10][S:11]([C:13]([CH3:16])([CH3:15])[CH3:14])=[O:12])[C:17]1[CH:18]=[CH:19][C:20]([Cl:23])=[CH:21][CH:22]=1. The catalyst class is: 1. (2) Reactant: [NH2:1][C@H:2]1[CH2:7][C@H:6]([CH3:8])[O:5][CH2:4][C@@H:3]1[OH:9].C(N(CC)CC)C.[C:17](O[C:17]([O:19][C:20]([CH3:23])([CH3:22])[CH3:21])=[O:18])([O:19][C:20]([CH3:23])([CH3:22])[CH3:21])=[O:18]. The catalyst class is: 4. Product: [OH:9][C@H:3]1[CH2:4][O:5][C@@H:6]([CH3:8])[CH2:7][C@@H:2]1[NH:1][C:17](=[O:18])[O:19][C:20]([CH3:23])([CH3:22])[CH3:21]. (3) Reactant: [NH2:1][C:2]1[CH:10]=[CH:9][C:5]([C:6](O)=[O:7])=[CH:4][C:3]=1[CH3:11].Cl.[CH2:13]([N:15]=C=NCCCN(C)C)C.Cl.CN.C(=O)([O-])O.[Na+]. Product: [NH2:1][C:2]1[CH:10]=[CH:9][C:5]([C:6]([NH:15][CH3:13])=[O:7])=[CH:4][C:3]=1[CH3:11]. The catalyst class is: 3. (4) Reactant: Cl[S:2]([OH:5])(=[O:4])=[O:3].[N:6]1[CH:7]=[CH:8][N:9]2[CH:14]=[CH:13][CH:12]=[CH:11][C:10]=12. Product: [N:6]1[CH:7]=[C:8]([S:2]([OH:5])(=[O:4])=[O:3])[N:9]2[CH:14]=[CH:13][CH:12]=[CH:11][C:10]=12. The catalyst class is: 22. (5) Reactant: [C:1]1([N:7]([CH2:30][CH2:31][C:32]([O:34][CH2:35]C)=[O:33])[C:8]([C:10]2[CH:29]=[CH:28][C:13]3[N:14]([CH3:27])[C:15]([CH2:17][NH:18][C:19]4[CH:24]=[CH:23][C:22]([C:25]#[N:26])=[CH:21][CH:20]=4)=[N:16][C:12]=3[CH:11]=2)=[O:9])[CH:6]=[CH:5][CH:4]=[CH:3][CH:2]=1.[ClH:37].CO.C(=O)([O-])[O-].[NH4+:44].[NH4+]. Product: [ClH:37].[C:1]1([N:7]([CH2:30][CH2:31][C:32]([O:34][CH3:35])=[O:33])[C:8]([C:10]2[CH:29]=[CH:28][C:13]3[N:14]([CH3:27])[C:15]([CH2:17][NH:18][C:19]4[CH:20]=[CH:21][C:22]([C:25](=[NH:26])[NH2:44])=[CH:23][CH:24]=4)=[N:16][C:12]=3[CH:11]=2)=[O:9])[CH:2]=[CH:3][CH:4]=[CH:5][CH:6]=1. The catalyst class is: 429. (6) Reactant: [NH2:1][C:2](=O)[CH2:3][C@H:4]([NH:15][C:16]([O:18][C:19]([CH3:22])([CH3:21])[CH3:20])=[O:17])[C:5]([O:7][CH2:8][C:9]1[CH:14]=[CH:13][CH:12]=[CH:11][CH:10]=1)=[O:6].COC1C=CC(P2(SP(C3C=CC(OC)=CC=3)(=S)S2)=[S:33])=CC=1.NN. Product: [CH2:8]([O:7][C:5](=[O:6])[C@@H:4]([NH:15][C:16]([O:18][C:19]([CH3:22])([CH3:21])[CH3:20])=[O:17])[CH2:3][C:2](=[S:33])[NH2:1])[C:9]1[CH:14]=[CH:13][CH:12]=[CH:11][CH:10]=1. The catalyst class is: 7. (7) Reactant: [Cl:1][C:2]1[C:3]([C:29]2[CH:34]=[CH:33][C:32]([C:35]3[CH2:36][CH2:37]S[CH2:39][CH:40]=3)=[CH:31][CH:30]=2)=[CH:4][C:5]2[N:9]=[C:8]([O:10][C@H:11]3[C@H:15]4[O:16][CH2:17][C@@H:18]([OH:19])[C@H:14]4[O:13][CH2:12]3)[N:7](COCC[Si](C)(C)C)[C:6]=2[CH:28]=1.C1C=C(Cl)C=C(C(OO)=O)C=1.[S:52]([O-:56])([O-])(=[O:54])=S.[Na+].[Na+]. Product: [Cl:1][C:2]1[C:3]([C:29]2[CH:34]=[CH:33][C:32]([C:35]3[CH2:36][CH2:37][S:52](=[O:56])(=[O:54])[CH2:39][CH:40]=3)=[CH:31][CH:30]=2)=[CH:4][C:5]2[N:9]=[C:8]([O:10][C@@H:11]3[CH2:12][O:13][C@@H:14]4[C@H:18]([OH:19])[CH2:17][O:16][C@H:15]34)[NH:7][C:6]=2[CH:28]=1. The catalyst class is: 2. (8) Reactant: [CH2:1]([O:8][C:9]([N:11]1[CH2:16][CH2:15][C:14]([CH2:18][C:19]2[CH:24]=[CH:23][CH:22]=[CH:21][CH:20]=2)(O)[CH2:13][CH2:12]1)=[O:10])[C:2]1[CH:7]=[CH:6][CH:5]=[CH:4][CH:3]=1.N1C=CC=CC=1.O=S(Cl)Cl.Cl. Product: [CH2:1]([O:8][C:9]([N:11]1[CH2:12][CH:13]=[C:14]([CH2:18][C:19]2[CH:24]=[CH:23][CH:22]=[CH:21][CH:20]=2)[CH2:15][CH2:16]1)=[O:10])[C:2]1[CH:3]=[CH:4][CH:5]=[CH:6][CH:7]=1. The catalyst class is: 2. (9) Reactant: [CH:1]1([N:7]2[CH:11]=[C:10]([CH2:12]O)[CH:9]=[N:8]2)[CH2:6][CH2:5][CH2:4][CH2:3][CH2:2]1.S(Cl)([Cl:16])=O. Product: [ClH:16].[CH:1]1([N:7]2[CH:11]=[C:10]([CH2:12][Cl:16])[CH:9]=[N:8]2)[CH2:6][CH2:5][CH2:4][CH2:3][CH2:2]1. The catalyst class is: 4. (10) Reactant: C([O:9][CH2:10][CH2:11][N:12]1[C:20]2[C:19](Cl)=[N:18][CH:17]=[N:16][C:15]=2[CH:14]=[CH:13]1)(=O)C1C=CC=CC=1.[NH2:22][C:23]1[CH:43]=[CH:42][C:26]([O:27][C:28]2[CH:36]=[CH:35][CH:34]=[C:33]3[C:29]=2[CH2:30][CH2:31][C:32]3([C:38]([F:41])([F:40])[F:39])[OH:37])=[C:25]([Cl:44])[CH:24]=1.C(=O)([O-])O.[Na+]. Product: [Cl:44][C:25]1[CH:24]=[C:23]([NH:22][C:19]2[C:20]3[N:12]([CH2:11][CH2:10][OH:9])[CH:13]=[CH:14][C:15]=3[N:16]=[CH:17][N:18]=2)[CH:43]=[CH:42][C:26]=1[O:27][C:28]1[CH:36]=[CH:35][CH:34]=[C:33]2[C:29]=1[CH2:30][CH2:31][C:32]2([C:38]([F:41])([F:40])[F:39])[OH:37]. The catalyst class is: 32.